From a dataset of Experimentally validated miRNA-target interactions with 360,000+ pairs, plus equal number of negative samples. Binary Classification. Given a miRNA mature sequence and a target amino acid sequence, predict their likelihood of interaction. (1) The protein sequence of the target gene is MELAGFHCCSWTVILLSALLPTTWRPPAAAHFIHRADLLSNTQMERAPLAKLTLTVNQSTVTEQREMAVFYCNTNADNITIHWVSNNSLLVLNERMKLSADNKTLTILIVQREDSGSYLCEVQHGFEVQRSNTASLTVNYGPDPVSIKLDSGVAAGDVVEVMEGNTVNFRVEAQSSPVPAYAWYLPSDFIQPPTTGTFTIDAVSREHEGMYRCLVSNPVTNLSRLGVVKVQVLEKVTAPNIEFPTLALVENATSVTLTCKTSHQRVGVHWFLKGQPLRPSDRLTLSSQNRTLTIHGLQRD.... The miRNA is hsa-miR-623 with sequence AUCCCUUGCAGGGGCUGUUGGGU. Result: 0 (no interaction). (2) The miRNA is bta-miR-221 with sequence AGCUACAUUGUCUGCUGGGUUU. The protein sequence of the target gene is MAATSGTDEPVSGELVSVAHALSLPAESYGNDPDIEMAWAMRAMQHAEVYYKLISSVDPQFLKLTKVDDQIYSEFRKNFETLRIDVLDPEELKSESAKEKWRPFCLKFNGIVEDFNYGTLLRLDCSQGYTEENTIFAPRIQFFAIEIARNREGYNKAVYISVQDKEGEKGVNNGGEKRADSGEEENTKNGGEKGADSGEEKEEGINREDKTDKGGEKGKEADKEINKSGEKAM. Result: 0 (no interaction). (3) The miRNA is hsa-miR-4433a-5p with sequence CGUCCCACCCCCCACUCCUGU. The protein sequence of the target gene is MAVLSAPGLRGFRILGLRSSVGPAVQARGVHQSVATDGPSSTQPALPKARAVAPKPSSRGEYVVAKLDDLVNWARRSSLWPMTFGLACCAVEMMHMAAPRYDMDRFGVVFRASPRQSDVMIVAGTLTNKMAPALRKVYDQMPEPRYVVSMGSCANGGGYYHYSYSVVRGCDRIVPVDIYIPGCPPTAEALLYGILQLQRKIKRERRLQIWYRR. Result: 1 (interaction). (4) The miRNA is mmu-miR-345-3p with sequence CCUGAACUAGGGGUCUGGAGAC. The protein sequence of the target gene is MAAAALLAAVDRNQLRRVPILLLQPREWAWKLRTMKYGTTPGGSITKVLIANRGEIACRVIRTAKKMGVQSVAVYSEADRNSMHVDMADEAYSIGPAPSQQSYLAMEKIIQVAKSSAAQAIHPGYGFLSENMEFAELCKQEGIIFIGPPSSAIRDMGIKSTSKSIMAAAGVPVVEGYHGKDQSDQCLREHAGKIGYPVMIKAVRGGGGKGMRIVRSEREFQEQLESARREAKKSFNDDAMLIEKFVDTPRHVEVQVFGDHHGNAVYLFERDCSVQRRHQKIIEEAPAPGINPEVRRKLGE.... Result: 0 (no interaction). (5) The miRNA is hsa-miR-92b-3p with sequence UAUUGCACUCGUCCCGGCCUCC. The protein sequence of the target gene is MSYVFVNDSSQTNVPLLQACIDGDFTYSKRLLESGFDPNIRDSRGRTGLHLAAARGNVDICQLLHKFGADPLATDYQGNTALHLCGHVDTIQFLVSNGLKIDICNHQGATPLVLAKRRGVNKDVIRLLESLEEQEVKGFNRGAHSKLETMQTAESESAMESHSLLNPNLQQGEGVLSSFRTTWQEFVEDLGFWRVLLLILVIALLSLGIAYYVSGVLPFVDNQPELVH. Result: 0 (no interaction).